This data is from Full USPTO retrosynthesis dataset with 1.9M reactions from patents (1976-2016). The task is: Predict the reactants needed to synthesize the given product. (1) Given the product [Cl:1][C:2]1[C:3]2[C:10]([F:12])=[CH:9][NH:8][C:4]=2[N:5]=[CH:6][N:7]=1, predict the reactants needed to synthesize it. The reactants are: [Cl:1][C:2]1[N:7]=[CH:6][NH:5][C:4]2=[N:8][CH:9]=[CH:10][C:3]=12.[B-](F)(F)(F)[F:12].[B-](F)(F)(F)F.C1[N+]2(CCl)CC[N+](F)(CC2)C1.CC(O)=O. (2) Given the product [CH:21]([C:16]1[CH:17]=[CH:18][CH:19]=[CH:20][C:15]=1[S:14][C:11]1[CH:12]=[CH:13][C:8]([C:6]2[N:32]=[CH:30][N:31]=[C:4]([OH:3])[CH:5]=2)=[CH:9][C:10]=1[C:24]([F:27])([F:26])[F:25])([CH3:23])[CH3:22], predict the reactants needed to synthesize it. The reactants are: C([O:3][C:4](=O)[CH2:5][C:6]([C:8]1[CH:13]=[CH:12][C:11]([S:14][C:15]2[CH:20]=[CH:19][CH:18]=[CH:17][C:16]=2[CH:21]([CH3:23])[CH3:22])=[C:10]([C:24]([F:27])([F:26])[F:25])[CH:9]=1)=O)C.Cl.[CH:30]([NH2:32])=[NH:31].CO. (3) The reactants are: [CH:1]1[C:11]2[CH2:10][C:9]3([CH2:15][CH2:14][CH:13]([N:16]4[CH2:21][CH2:20][CH2:19][CH:18]([C:22]([OH:24])=O)[CH2:17]4)[CH2:12]3)C3C=CC=CC=3[CH2:6][C:5]=2[CH:4]=[CH:3][CH:2]=1.CC[N:31](C(C)C)C(C)C.CN(C(ON1N=N[C:48]2[CH:49]=[CH:50][CH:51]=[CH:52][C:47]1=2)=[N+](C)C)C.[B-](F)(F)(F)F.C[Si](N[Si](C)(C)C)(C)C. Given the product [CH:1]1[C:11]2[CH2:10][C:9]3([CH2:15][CH2:14][CH:13]([N:16]4[CH2:21][CH2:20][CH2:19][CH:18]([C:22]([NH2:31])=[O:24])[CH2:17]4)[CH2:12]3)[C:48]3[CH:49]=[CH:50][CH:51]=[CH:52][C:47]=3[CH2:6][C:5]=2[CH:4]=[CH:3][CH:2]=1, predict the reactants needed to synthesize it. (4) Given the product [C:1]([O:5][C:6]([N:8]1[CH2:13][CH2:12][CH:11]([C:14]2[C:23]3[C:18](=[CH:19][C:20]([O:25][CH2:26][CH2:27][CH2:28][N:29]4[CH2:34][CH2:33][N:32]([CH3:35])[CH2:31][CH2:30]4)=[C:21]([O:40][CH3:42])[CH:22]=3)[N:17]=[CH:16][N:15]=2)[CH2:10][CH2:9]1)=[O:7])([CH3:4])([CH3:3])[CH3:2], predict the reactants needed to synthesize it. The reactants are: [C:1]([O:5][C:6]([N:8]1[CH2:13][CH2:12][CH:11]([C:14]2[C:23]3[C:18](=[CH:19][C:20]([O:25][CH2:26][CH2:27][CH2:28][N:29]4[CH2:34][CH2:33][N:32]([CH3:35])[CH2:31][CH2:30]4)=[C:21](F)[CH:22]=3)[N:17]=[CH:16][N:15]=2)[CH2:10][CH2:9]1)=[O:7])([CH3:4])([CH3:3])[CH3:2].CS(C)=O.[O:40]([CH3:42])[K].CO. (5) Given the product [F:15][C:4]1([CH3:3])[CH2:13][CH2:12][C:11]2[C:6](=[CH:7][CH:8]=[CH:9][CH:10]=2)[C:5]1=[O:14], predict the reactants needed to synthesize it. The reactants are: [H-].[Na+].[CH3:3][CH:4]1[CH2:13][CH2:12][C:11]2[C:6](=[CH:7][CH:8]=[CH:9][CH:10]=2)[C:5]1=[O:14].[F:15][B-](F)(F)F.O. (6) Given the product [OH:24][CH2:23][C@@H:11]1[C@@H:10]([OH:32])[C@H:9]([OH:8])[C@H:14]2[N:15]=[C:16]([N:18]3[CH2:22][CH2:21][CH2:20][CH2:19]3)[S:17][C@H:13]2[CH2:12]1, predict the reactants needed to synthesize it. The reactants are: C([O:8][C@@H:9]1[C@H:14]2[N:15]=[C:16]([N:18]3[CH2:22][CH2:21][CH2:20][CH2:19]3)[S:17][C@H:13]2[CH2:12][C@H:11]([CH2:23][O:24]CC2C=CC=CC=2)[C@H:10]1[O:32]CC1C=CC=CC=1)C1C=CC=CC=1.[B-](Cl)(Cl)(Cl)[S+](C)C. (7) Given the product [CH3:32][O:31][CH2:30][CH2:29][O:28][CH2:27][CH2:26][O:25][CH2:24][CH2:23][O:22][CH2:21][CH2:20][O:19][CH2:18][CH2:17][O:16][CH2:15][CH2:14][O:13][CH2:12][CH2:11][O:10][CH2:9][CH2:8][CH2:7][CH2:6][CH2:5][C:4]([OH:33])=[O:3], predict the reactants needed to synthesize it. The reactants are: C([O:3][C:4](=[O:33])[CH2:5][CH2:6][CH2:7][CH2:8][CH2:9][O:10][CH2:11][CH2:12][O:13][CH2:14][CH2:15][O:16][CH2:17][CH2:18][O:19][CH2:20][CH2:21][O:22][CH2:23][CH2:24][O:25][CH2:26][CH2:27][O:28][CH2:29][CH2:30][O:31][CH3:32])C. (8) Given the product [Cl:18][C:15]1[CH:14]=[CH:13][C:12]([C@@H:11]2[CH2:10][CH2:9][CH2:8][C@H:7]3[N:6]2[C:1](=[O:5])[CH2:21][CH:20]=[CH:19]3)=[CH:17][CH:16]=1, predict the reactants needed to synthesize it. The reactants are: [C:1]([N:6]1[C@H:11]([C:12]2[CH:17]=[CH:16][C:15]([Cl:18])=[CH:14][CH:13]=2)[CH2:10][CH2:9][CH2:8][C@@H:7]1[CH:19]=[CH:20][C:21](OC)=O)(=[O:5])CC=C.C(N(CC)CC)C. (9) Given the product [CH3:48][C:49]1[CH:55]=[C:54]([CH3:56])[CH:53]=[CH:52][C:50]=1[NH:51][C:7](=[O:9])[CH2:6][C@@H:5]([C:10]1[C:14]([CH:15]2[CH2:16][CH2:17]2)=[C:13]([CH:18]2[CH2:21][CH:20]([CH2:22][CH:23]([CH3:25])[CH3:24])[CH2:19]2)[O:12][N:11]=1)[CH2:4][CH2:3][C:1]#[N:2], predict the reactants needed to synthesize it. The reactants are: [C:1]([CH2:3][CH2:4][C@H:5]([C:10]1[C:14]([CH:15]2[CH2:17][CH2:16]2)=[C:13]([CH:18]2[CH2:21][CH:20]([CH2:22][CH:23]([CH3:25])[CH3:24])[CH2:19]2)[O:12][N:11]=1)[CH2:6][C:7]([OH:9])=O)#[N:2].CCN=C=NCCCN(C)C.Cl.C1C=CC2N(O)N=NC=2C=1.[CH3:48][C:49]1[CH:55]=[C:54]([CH3:56])[CH:53]=[CH:52][C:50]=1[NH2:51].